Dataset: Forward reaction prediction with 1.9M reactions from USPTO patents (1976-2016). Task: Predict the product of the given reaction. Given the reactants [NH:1]1[CH:5]=[C:4]([CH2:6][C:7]([OH:9])=O)[N:3]=[CH:2]1.[CH2:10]([C@@H:17]1[NH:22][CH2:21][CH2:20][N:19]([C:23]2[CH:28]=[CH:27][C:26]([O:29][CH3:30])=[C:25]([O:31][CH:32]3[CH2:35][CH2:34][CH2:33]3)[CH:24]=2)[CH2:18]1)[C:11]1[CH:16]=[CH:15][CH:14]=[CH:13][CH:12]=1, predict the reaction product. The product is: [CH2:10]([C@H:17]1[CH2:18][N:19]([C:23]2[CH:28]=[CH:27][C:26]([O:29][CH3:30])=[C:25]([O:31][CH:32]3[CH2:35][CH2:34][CH2:33]3)[CH:24]=2)[CH2:20][CH2:21][N:22]1[C:7](=[O:9])[CH2:6][C:4]1[N:3]=[CH:2][NH:1][CH:5]=1)[C:11]1[CH:12]=[CH:13][CH:14]=[CH:15][CH:16]=1.